Dataset: Full USPTO retrosynthesis dataset with 1.9M reactions from patents (1976-2016). Task: Predict the reactants needed to synthesize the given product. (1) Given the product [CH:8]([Si:7]([CH:14]([CH3:16])[CH3:15])([CH:11]([CH3:13])[CH3:12])[N:4]1[CH:5]=[CH:6][C:2]([CH:25]=[O:26])=[CH:3]1)([CH3:10])[CH3:9], predict the reactants needed to synthesize it. The reactants are: Br[C:2]1[CH:6]=[CH:5][N:4]([Si:7]([CH:14]([CH3:16])[CH3:15])([CH:11]([CH3:13])[CH3:12])[CH:8]([CH3:10])[CH3:9])[CH:3]=1.C([Li])CCC.CN([CH:25]=[O:26])C. (2) Given the product [CH:15]([O:18][C:19]1[CH:27]=[CH:26][C:25]([S:28]([CH3:31])(=[O:30])=[O:29])=[CH:24][C:20]=1[C:21]([N:10]1[CH2:9][CH2:8][C:7]2[C:12](=[C:3]([C:2]([F:1])([F:13])[F:14])[CH:4]=[CH:5][CH:6]=2)[CH2:11]1)=[O:22])([CH3:17])[CH3:16], predict the reactants needed to synthesize it. The reactants are: [F:1][C:2]([F:14])([F:13])[C:3]1[CH:4]=[CH:5][CH:6]=[C:7]2[C:12]=1[CH2:11][NH:10][CH2:9][CH2:8]2.[CH:15]([O:18][C:19]1[CH:27]=[CH:26][C:25]([S:28]([CH3:31])(=[O:30])=[O:29])=[CH:24][C:20]=1[C:21](O)=[O:22])([CH3:17])[CH3:16].